This data is from Forward reaction prediction with 1.9M reactions from USPTO patents (1976-2016). The task is: Predict the product of the given reaction. (1) Given the reactants C[O:2][C:3]([CH:5]1[C:14]2[CH2:15][N:16]=[CH:17][CH:18]=[C:12]3[C:13]=2[C:8](=[CH:9][CH:10]=[CH:11]3)[C:7](=[O:19])[CH2:6]1)=O.[Li+].[BH4-].C(OCC)(=O)C.Cl, predict the reaction product. The product is: [OH:2][CH2:3][CH:5]1[C:14]2[CH2:15][N:16]=[CH:17][CH:18]=[C:12]3[C:13]=2[C:8](=[CH:9][CH:10]=[CH:11]3)[C:7](=[O:19])[CH2:6]1. (2) Given the reactants [N:1]1[CH:6]=[CH:5][CH:4]=[CH:3][C:2]=1[C:7]1[O:8][C:9]2[CH2:14][CH2:13][N:12]([C:15]3[CH:16]=[C:17]([CH:20]=C[CH:22]=3)[C:18]#[N:19])[CH2:11][C:10]=2[N:23]=1.BrC1C=[N:27]C=C(C=1)C#N, predict the reaction product. The product is: [N:1]1[CH:6]=[CH:5][CH:4]=[CH:3][C:2]=1[C:7]1[O:8][C:9]2[CH2:14][CH2:13][N:12]([C:15]3[CH:22]=[N:27][CH:20]=[C:17]([CH:16]=3)[C:18]#[N:19])[CH2:11][C:10]=2[N:23]=1.